This data is from Forward reaction prediction with 1.9M reactions from USPTO patents (1976-2016). The task is: Predict the product of the given reaction. Given the reactants C(N)CCC.[Cl:6][C:7]1[CH:8]=[C:9]([O:34]C(=O)C2C=CC=CC=2)[CH:10]=[C:11]([Cl:33])[C:12]=1[O:13][CH2:14][CH2:15][CH2:16][O:17][C:18]1[CH:23]=[CH:22][C:21]([N:24]2[C:28]([S:29][CH:30]([CH3:32])[CH3:31])=[N:27][N:26]=[N:25]2)=[CH:20][CH:19]=1, predict the reaction product. The product is: [Cl:33][C:11]1[CH:10]=[C:9]([OH:34])[CH:8]=[C:7]([Cl:6])[C:12]=1[O:13][CH2:14][CH2:15][CH2:16][O:17][C:18]1[CH:19]=[CH:20][C:21]([N:24]2[C:28]([S:29][CH:30]([CH3:32])[CH3:31])=[N:27][N:26]=[N:25]2)=[CH:22][CH:23]=1.